Dataset: Forward reaction prediction with 1.9M reactions from USPTO patents (1976-2016). Task: Predict the product of the given reaction. (1) Given the reactants [C:1]([C:9]([OH:11])=O)(=[O:8])[C:2]1[CH:7]=[CH:6][CH:5]=[CH:4][CH:3]=1.[CH3:12][N:13]([CH3:20])[CH:14]1[CH2:19][CH2:18][NH:17][CH2:16][CH2:15]1.CCN(C(C)C)C(C)C.ON1C2C=CC=CC=2N=N1.Cl.CN(C)CCCN=C=NCC, predict the reaction product. The product is: [CH3:12][N:13]([CH3:20])[CH:14]1[CH2:19][CH2:18][N:17]([C:9](=[O:11])[C:1]([C:2]2[CH:3]=[CH:4][CH:5]=[CH:6][CH:7]=2)=[O:8])[CH2:16][CH2:15]1. (2) Given the reactants [Br:1][C:2]1[CH:3]=[CH:4][C:5]2[N:6]([N:8]=[C:9]([NH2:11])[N:10]=2)[CH:7]=1.Cl.[C:13]([Cl:21])(=[O:20])[C:14]1[CH:19]=[CH:18][CH:17]=[N:16][CH:15]=1.Cl, predict the reaction product. The product is: [ClH:21].[Br:1][C:2]1[CH:3]=[CH:4][C:5]2[N:6]([N:8]=[C:9]([NH:11][C:13](=[O:20])[C:14]3[CH:19]=[CH:18][CH:17]=[N:16][CH:15]=3)[N:10]=2)[CH:7]=1. (3) Given the reactants [O:1]1[CH2:6][CH2:5][CH:4]([CH2:7][OH:8])[CH2:3][CH2:2]1.[H-].[Na+].F[C:12]1[CH:17]=[CH:16][C:15]([S:18]([NH2:21])(=[O:20])=[O:19])=[CH:14][C:13]=1[N+:22]([O-:24])=[O:23].O, predict the reaction product. The product is: [N+:22]([C:13]1[CH:14]=[C:15]([S:18]([NH2:21])(=[O:19])=[O:20])[CH:16]=[CH:17][C:12]=1[O:8][CH2:7][CH:4]1[CH2:5][CH2:6][O:1][CH2:2][CH2:3]1)([O-:24])=[O:23]. (4) The product is: [ClH:48].[C:19]1([CH:25]2[CH2:29][CH2:28][CH2:27][N:26]2[CH2:1][C:3]2[CH:18]=[CH:17][C:6]([O:7][C:8]3[CH:16]=[CH:15][C:11]([C:12]([NH2:14])=[O:13])=[CH:10][N:9]=3)=[CH:5][CH:4]=2)[CH:24]=[CH:23][CH:22]=[CH:21][CH:20]=1. Given the reactants [CH:1]([C:3]1[CH:18]=[CH:17][C:6]([O:7][C:8]2[CH:16]=[CH:15][C:11]([C:12]([NH2:14])=[O:13])=[CH:10][N:9]=2)=[CH:5][CH:4]=1)=O.[C:19]1([CH:25]2[CH2:29][CH2:28][CH2:27][NH:26]2)[CH:24]=[CH:23][CH:22]=[CH:21][CH:20]=1.C(O[BH-](OC(=O)C)OC(=O)C)(=O)C.[Na+].C(O)(=O)C.[Cl:48]CCCl, predict the reaction product. (5) Given the reactants I[C:2]1[N:7]=[C:6]([O:8][CH2:9][C:10]2[CH:15]=[CH:14][C:13]([O:16][CH3:17])=[CH:12][CH:11]=2)[C:5]([O:18][CH3:19])=[CH:4][CH:3]=1.[F-].[Cs+].[C:22]([C:26]1[CH:31]=[CH:30][C:29](/[C:32](/[Sn](CCCC)(CCCC)CCCC)=[CH:33]\[C@@H:34]2[N:38]([CH2:39][C:40]3[CH:45]=[CH:44][C:43]([O:46][CH3:47])=[CH:42][C:41]=3[O:48][CH3:49])[C:37](=[O:50])[CH2:36][CH2:35]2)=[CH:28][CH:27]=1)([CH3:25])([CH3:24])[CH3:23].O, predict the reaction product. The product is: [C:22]([C:26]1[CH:31]=[CH:30][C:29](/[C:32](/[C:2]2[CH:3]=[CH:4][C:5]([O:18][CH3:19])=[C:6]([O:8][CH2:9][C:10]3[CH:15]=[CH:14][C:13]([O:16][CH3:17])=[CH:12][CH:11]=3)[N:7]=2)=[CH:33]\[C@@H:34]2[N:38]([CH2:39][C:40]3[CH:45]=[CH:44][C:43]([O:46][CH3:47])=[CH:42][C:41]=3[O:48][CH3:49])[C:37](=[O:50])[CH2:36][CH2:35]2)=[CH:28][CH:27]=1)([CH3:25])([CH3:23])[CH3:24]. (6) Given the reactants [CH2:1]([C@:3]1([OH:11])[CH2:7][CH2:6][NH:5][C@H:4]1[CH:8]([CH3:10])[CH3:9])[CH3:2].[F:12][C:13]1[CH:20]=[C:19](F)[CH:18]=[C:17]([F:22])[C:14]=1[C:15]#[N:16].C(=O)([O-])[O-].[Li+].[Li+], predict the reaction product. The product is: [CH2:1]([C@:3]1([OH:11])[CH2:7][CH2:6][N:5]([C:19]2[CH:20]=[C:13]([F:12])[C:14]([C:15]#[N:16])=[C:17]([F:22])[CH:18]=2)[C@H:4]1[CH:8]([CH3:10])[CH3:9])[CH3:2]. (7) Given the reactants [Cl:1][C:2]1[CH:22]=[C:21]([N+:23]([O-])=O)[CH:20]=[CH:19][C:3]=1[O:4][C:5]1[CH:13]=[C:12]2[C:8]([CH2:9][CH2:10][C:11]2([C:15]([F:18])([F:17])[F:16])[OH:14])=[CH:7][CH:6]=1.[Cl-].[Ca+2].[Cl-].O, predict the reaction product. The product is: [NH2:23][C:21]1[CH:20]=[CH:19][C:3]([O:4][C:5]2[CH:13]=[C:12]3[C:8]([CH2:9][CH2:10][C:11]3([C:15]([F:16])([F:17])[F:18])[OH:14])=[CH:7][CH:6]=2)=[C:2]([Cl:1])[CH:22]=1. (8) Given the reactants [C:1]([O:4][C@H:5]([C:8]#[C:9][C:10]#[C:11][C@H:12]([NH2:22])[CH2:13][CH2:14][CH2:15][CH2:16][CH2:17][CH2:18][CH2:19][CH2:20][CH3:21])[CH:6]=[CH2:7])(=[O:3])[CH3:2].[CH:23](=O)[CH2:24][CH2:25][CH3:26].[BH4-].[Na+], predict the reaction product. The product is: [C:1]([O:4][C@H:5]([C:8]#[C:9][C:10]#[C:11][C@H:12]([NH:22][CH2:23][CH2:24][CH2:25][CH3:26])[CH2:13][CH2:14][CH2:15][CH2:16][CH2:17][CH2:18][CH2:19][CH2:20][CH3:21])[CH:6]=[CH2:7])(=[O:3])[CH3:2].